Dataset: Catalyst prediction with 721,799 reactions and 888 catalyst types from USPTO. Task: Predict which catalyst facilitates the given reaction. (1) Reactant: C[Al](C)C.[N:5]1[CH:10]=[CH:9][CH:8]=[CH:7][C:6]=1[NH2:11].[Si:12]([O:19][CH:20]1[CH2:23][N:22]([CH2:24][C@H:25]([OH:30])[C:26](OC)=[O:27])[CH2:21]1)([C:15]([CH3:18])([CH3:17])[CH3:16])([CH3:14])[CH3:13].[C@H](O)(C([O-])=O)[C@@H](O)C([O-])=O.[Na+].[K+]. Product: [Si:12]([O:19][CH:20]1[CH2:23][N:22]([CH2:24][C@H:25]([OH:30])[C:26]([NH:11][C:6]2[CH:7]=[CH:8][CH:9]=[CH:10][N:5]=2)=[O:27])[CH2:21]1)([C:15]([CH3:18])([CH3:17])[CH3:16])([CH3:14])[CH3:13]. The catalyst class is: 93. (2) Reactant: [Cl:1][C:2]1[CH:3]=[C:4]2[C:9](=[C:10]([Cl:13])[C:11]=1[OH:12])[O:8][CH2:7][CH2:6][CH:5]2[C:14]([O:16][CH2:17][CH3:18])=[O:15].F[C:20]1[CH:32]=[CH:31][C:23]([C:24]([O:26][C:27]([CH3:30])([CH3:29])[CH3:28])=[O:25])=[CH:22][C:21]=1[N+:33]([O-:35])=[O:34].C([O-])([O-])=O.[K+].[K+]. Product: [C:27]([O:26][C:24]([C:23]1[CH:31]=[CH:32][C:20]([O:12][C:11]2[C:10]([Cl:13])=[C:9]3[C:4]([CH:5]([C:14]([O:16][CH2:17][CH3:18])=[O:15])[CH2:6][CH2:7][O:8]3)=[CH:3][C:2]=2[Cl:1])=[C:21]([N+:33]([O-:35])=[O:34])[CH:22]=1)=[O:25])([CH3:30])([CH3:28])[CH3:29]. The catalyst class is: 60. (3) Reactant: C(OC([N:8]1[CH:12]([C:13]([N:15]2[CH2:19][CH2:18][CH2:17][CH:16]2[C:20]#[N:21])=[O:14])[CH2:11][CH2:10][CH:9]1[CH2:22][O:23][C:24]1[C:33]2[C:28](=[CH:29][CH:30]=[CH:31][CH:32]=2)[C:27]([NH2:34])=[CH:26][CH:25]=1)=O)(C)(C)C.N1C=CC=CC=1.[CH3:41][S:42](Cl)(=[O:44])=[O:43]. Product: [C:20]([C@@H:16]1[CH2:17][CH2:18][CH2:19][N:15]1[C:13]([C@H:12]1[NH:8][C@@H:9]([CH2:22][O:23][C:24]2[C:33]3[C:28](=[CH:29][CH:30]=[CH:31][CH:32]=3)[C:27]([NH:34][S:42]([CH3:41])(=[O:44])=[O:43])=[CH:26][CH:25]=2)[CH2:10][CH2:11]1)=[O:14])#[N:21]. The catalyst class is: 2.